This data is from Full USPTO retrosynthesis dataset with 1.9M reactions from patents (1976-2016). The task is: Predict the reactants needed to synthesize the given product. (1) Given the product [CH3:1][O:2][C:3](=[O:29])/[CH:4]=[CH:5]/[C:6]1[CH:7]=[CH:8][C:9]2[O:26][C:13]3([CH2:18][CH2:17][N:16]([C:19]([O:21][C:22]([CH3:24])([CH3:25])[CH3:23])=[O:20])[CH2:15][CH2:14]3)[N:12]([CH2:33][CH2:34][CH2:35][CH3:36])[C:11](=[O:27])[C:10]=2[CH:28]=1, predict the reactants needed to synthesize it. The reactants are: [CH3:1][O:2][C:3](=[O:29])/[CH:4]=[CH:5]/[C:6]1[CH:7]=[CH:8][C:9]2[O:26][C:13]3([CH2:18][CH2:17][N:16]([C:19]([O:21][C:22]([CH3:25])([CH3:24])[CH3:23])=[O:20])[CH2:15][CH2:14]3)[NH:12][C:11](=[O:27])[C:10]=2[CH:28]=1.[H-].[Na+].Br[CH2:33][CH2:34][CH2:35][CH3:36]. (2) Given the product [CH3:35][S:36]([O:19][CH2:18][CH2:17][CH2:16][C@@:13]1([C:20]2[CH:21]=[CH:22][C:23]([F:26])=[CH:24][CH:25]=2)[O:12][C:11](=[O:27])[N:10]([C@H:8]([C:4]2[CH:5]=[CH:6][CH:7]=[C:2]([Br:1])[CH:3]=2)[CH3:9])[CH2:15][CH2:14]1)(=[O:38])=[O:37], predict the reactants needed to synthesize it. The reactants are: [Br:1][C:2]1[CH:3]=[C:4]([C@@H:8]([N:10]2[CH2:15][CH2:14][C@@:13]([C:20]3[CH:25]=[CH:24][C:23]([F:26])=[CH:22][CH:21]=3)([CH2:16][CH2:17][CH2:18][OH:19])[O:12][C:11]2=[O:27])[CH3:9])[CH:5]=[CH:6][CH:7]=1.CCN(CC)CC.[CH3:35][S:36](Cl)(=[O:38])=[O:37]. (3) Given the product [ClH:18].[N:6]1[N:7]2[CH2:12][CH2:11][CH2:10][CH2:9][C:8]2=[CH:13][C:5]=1[CH2:4][C:3]([OH:17])=[O:2], predict the reactants needed to synthesize it. The reactants are: C[O:2][C:3](=[O:17])[CH2:4][C:5]1[C:13](C([O-])=O)=[C:8]2[CH2:9][CH2:10][CH2:11][CH2:12][N:7]2[N:6]=1.[ClH:18]. (4) Given the product [CH2:17]([NH:18][C:5]1[N:4]([CH3:9])[C:3](=[O:10])[C:2]([Br:1])=[CH:7][N:6]=1)[C:11]1[CH:16]=[CH:15][CH:14]=[CH:13][CH:12]=1, predict the reactants needed to synthesize it. The reactants are: [Br:1][C:2]1[C:3](=[O:10])[N:4]([CH3:9])[C:5](Cl)=[N:6][CH:7]=1.[C:11]1([CH2:17][NH2:18])[CH:16]=[CH:15][CH:14]=[CH:13][CH:12]=1.C([O-])(O)=O.[Na+]. (5) The reactants are: [CH2:1]([SH:7])[CH2:2][S:3]([O-:6])(=[O:5])=[O:4].[Na+:8].[C:9]([OH:18])(=[O:17])[CH2:10][CH2:11][CH2:12][CH2:13][CH2:14][CH2:15][CH3:16]. Given the product [CH2:1]([SH:7])[CH2:2][S:3]([O-:6])(=[O:5])=[O:4].[Na+:8].[C:9]([OH:18])(=[O:17])[CH2:10][CH2:11][CH2:12][CH2:13][CH2:14][CH2:15][CH3:16], predict the reactants needed to synthesize it. (6) Given the product [CH2:17]([O:19][P:20]([CH2:7][C:8]1[CH:13]=[CH:12][C:11]([NH2:14])=[C:10]([O:15][CH3:16])[CH:9]=1)(=[O:24])[O:21][CH2:22][CH3:23])[CH3:18], predict the reactants needed to synthesize it. The reactants are: C(P(C[CH2:7][C:8]1[CH:13]=[CH:12][C:11]([NH2:14])=[C:10]([O:15][CH3:16])[CH:9]=1)(=O)[O-])C.[CH2:17]([O:19][P:20]([O:24]CC)[O:21][CH2:22][CH3:23])[CH3:18]. (7) Given the product [CH2:1]([N:3]([CH2:19][CH3:20])[CH2:4][CH2:5][N:6]1[CH2:11][CH2:10][C:9]2[NH:12][C:13]([CH:16]=[C:24]3[C:23]4[C:27](=[CH:28][CH:29]=[CH:30][C:22]=4[CH3:21])[NH:26][C:25]3=[O:31])=[C:14]([CH3:15])[C:8]=2[C:7]1=[O:18])[CH3:2], predict the reactants needed to synthesize it. The reactants are: [CH2:1]([N:3]([CH2:19][CH3:20])[CH2:4][CH2:5][N:6]1[CH2:11][CH2:10][C:9]2[NH:12][C:13]([CH:16]=O)=[C:14]([CH3:15])[C:8]=2[C:7]1=[O:18])[CH3:2].[CH3:21][C:22]1[CH:30]=[CH:29][CH:28]=[C:27]2[C:23]=1[CH2:24][C:25](=[O:31])[NH:26]2. (8) Given the product [Cl:1][C:2]1[CH:11]=[C:10]2[C:5]([CH:6]=[CH:7][C:8]([CH3:12])=[N:9]2)=[C:4]([N:13]2[CH2:14][CH2:15][N:16]([CH2:20][CH2:21][C:22]3[C:23]([F:33])=[CH:24][C:25]4[O:30][CH2:29][C:28](=[O:31])[NH:27][C:26]=4[CH:32]=3)[CH2:17][CH2:18]2)[CH:3]=1, predict the reactants needed to synthesize it. The reactants are: [Cl:1][C:2]1[CH:11]=[C:10]2[C:5]([CH:6]=[CH:7][C:8]([CH3:12])=[N:9]2)=[C:4]([N:13]2[CH2:18][CH2:17][NH:16][CH2:15][CH2:14]2)[CH:3]=1.Cl[CH2:20][CH2:21][C:22]1[C:23]([F:33])=[CH:24][C:25]2[O:30][CH2:29][C:28](=[O:31])[NH:27][C:26]=2[CH:32]=1. (9) The reactants are: Cl[C:2]1[CH:7]=[CH:6][C:5]([C:8]([NH:10][C:11]2[S:12][C:13]([C:21](=[O:28])[C:22]3[CH:27]=[CH:26][CH:25]=[CH:24][CH:23]=3)=[C:14]([C:16]3[O:17][CH:18]=[CH:19][CH:20]=3)[N:15]=2)=[O:9])=[CH:4][N:3]=1.[OH2:29]. Given the product [C:21]([C:13]1[S:12][C:11]([NH:10][C:8]([C:5]2[CH:6]=[CH:7][C:2]([N:3]3[CH2:4][CH2:5][O:29][CH2:7][CH2:2]3)=[N:3][CH:4]=2)=[O:9])=[N:15][C:14]=1[C:16]1[O:17][CH:18]=[CH:19][CH:20]=1)(=[O:28])[C:22]1[CH:27]=[CH:26][CH:25]=[CH:24][CH:23]=1, predict the reactants needed to synthesize it. (10) Given the product [Cl:61][C:54]1[C:55]([F:60])=[CH:56][CH:57]=[C:58]([Cl:59])[C:53]=1[CH:51]([O:50][C:31]1[C:30]([NH2:29])=[N:35][CH:34]=[C:33]([C:36]2[CH:37]=[N:38][N:39]([CH:41]3[CH2:3][CH2:10][O:12][CH2:42]3)[CH:40]=2)[CH:32]=1)[CH3:52], predict the reactants needed to synthesize it. The reactants are: ClC1C(F)=CC=C(Cl)[C:3]=1[CH:10]([O:12]C1C(N)=NC=C(B2OC(C)(C)C(C)(C)O2)C=1)C.[NH2:29][C:30]1[N:35]=[CH:34][C:33]([C:36]2[CH:37]=[N:38][N:39]([CH2:41][CH:42]3CC3C(N(C)C)=O)[CH:40]=2)=[CH:32][C:31]=1[O:50][CH:51]([C:53]1[C:58]([Cl:59])=[CH:57][CH:56]=[C:55]([F:60])[C:54]=1[Cl:61])[CH3:52].